This data is from Catalyst prediction with 721,799 reactions and 888 catalyst types from USPTO. The task is: Predict which catalyst facilitates the given reaction. (1) Reactant: FC(F)(F)S(O[C:7]1[C:12]([C:13](=[O:15])[CH3:14])=[CH:11][C:10]([Cl:16])=[C:9]([CH3:17])[C:8]=1[C:18]#[N:19])(=O)=O.[F:22][C:23]1[CH:24]=[C:25](B(O)O)[CH:26]=[C:27]([F:29])[CH:28]=1.[Na].C([O-])(O)=O.[Na+].N#N. Product: [C:13]([C:12]1[CH:11]=[C:10]([Cl:16])[C:9]([CH3:17])=[C:8]([C:18]#[N:19])[C:7]=1[C:25]1[CH:24]=[C:23]([F:22])[CH:28]=[C:27]([F:29])[CH:26]=1)(=[O:15])[CH3:14]. The catalyst class is: 398. (2) Reactant: [NH2:1][C:2]1[C:12]([N+:13]([O-])=O)=[CH:11][CH:10]=[CH:9][C:3]=1[C:4]([O:6][CH2:7][CH3:8])=[O:5].[H][H]. Product: [NH2:1][C:2]1[C:12]([NH2:13])=[CH:11][CH:10]=[CH:9][C:3]=1[C:4]([O:6][CH2:7][CH3:8])=[O:5]. The catalyst class is: 349. (3) Reactant: [Cl:1][C:2]1[CH:3]=[C:4]([SH:9])[CH:5]=[C:6]([Cl:8])[CH:7]=1.C(N(CC)CC)C.Br[CH2:18][C:19]([O:21][CH2:22][CH3:23])=[O:20]. Product: [CH2:22]([O:21][C:19](=[O:20])[CH2:18][S:9][C:4]1[CH:3]=[C:2]([Cl:1])[CH:7]=[C:6]([Cl:8])[CH:5]=1)[CH3:23]. The catalyst class is: 4. (4) Reactant: [C:1](=O)([O-])[O-].[K+].[K+].CI.[CH3:9][O:10][C:11]1[CH:16]=[CH:15][C:14]([C:17]2[CH:22]=[CH:21][C:20]([S:23]([NH:26][CH2:27][C:28]#[CH:29])(=[O:25])=[O:24])=[CH:19][CH:18]=2)=[CH:13][CH:12]=1. Product: [CH3:9][O:10][C:11]1[CH:12]=[CH:13][C:14]([C:17]2[CH:22]=[CH:21][C:20]([S:23]([N:26]([CH3:1])[CH2:27][C:28]#[CH:29])(=[O:25])=[O:24])=[CH:19][CH:18]=2)=[CH:15][CH:16]=1. The catalyst class is: 31.